From a dataset of Forward reaction prediction with 1.9M reactions from USPTO patents (1976-2016). Predict the product of the given reaction. Given the reactants [Cl:1][C:2]1[CH:3]=[CH:4][C:5]2[N:6]([N:8]=[C:9]([N:11]([C:20]3[CH:25]=[CH:24][C:23]([S:26]([CH3:29])(=[O:28])=[O:27])=[CH:22][C:21]=3[O:30][CH3:31])[C:12](=[O:19])[O:13][CH:14](Cl)[CH:15]([CH3:17])[CH3:16])[N:10]=2)[CH:7]=1.[C:32]([O:36][C:37]([NH:39][C:40]([CH3:45])([CH3:44])[C:41]([O-:43])=[O:42])=[O:38])([CH3:35])([CH3:34])[CH3:33].[Cs+].O, predict the reaction product. The product is: [C:32]([O:36][C:37]([NH:39][C:40]([CH3:45])([C:41]([O:43][CH:14]([O:13][C:12](=[O:19])[N:11]([C:9]1[N:10]=[C:5]2[CH:4]=[CH:3][C:2]([Cl:1])=[CH:7][N:6]2[N:8]=1)[C:20]1[CH:25]=[CH:24][C:23]([S:26]([CH3:29])(=[O:27])=[O:28])=[CH:22][C:21]=1[O:30][CH3:31])[CH:15]([CH3:17])[CH3:16])=[O:42])[CH3:44])=[O:38])([CH3:35])([CH3:33])[CH3:34].